Predict the reaction yield, written as a fraction of the theoretical maximum amount of product (1.0 means a 100% yield; for example, 0.34 means a 34% yield). From a dataset of Reaction yield outcomes from USPTO patents with 853,638 reactions. (1) The reactants are [CH:1](=O)[C:2]1[CH:7]=[CH:6][C:5]([O:8][CH3:9])=[CH:4][CH:3]=1.[NH2:11][C:12]1[CH:17]=[CH:16][N:15]=[CH:14][N:13]=1.[BH-](OC(C)=O)(OC(C)=O)OC(C)=O.[Na+].C(O)(=O)C. The catalyst is C(Cl)Cl. The product is [CH3:9][O:8][C:5]1[CH:6]=[CH:7][C:2]([CH2:1][NH:11][C:12]2[CH:17]=[CH:16][N:15]=[CH:14][N:13]=2)=[CH:3][CH:4]=1. The yield is 0.260. (2) The reactants are [NH:1]1[C:9]2[C:4](=[CH:5][C:6]([CH2:10][CH2:11][CH2:12][C:13]3[CH:22]=[CH:21][C:20]4[C:15](=[N:16][CH:17]=[CH:18][CH:19]=4)[N:14]=3)=[CH:7][CH:8]=2)[CH:3]=[CH:2]1.[H-].[Na+].[CH2:25]([O:27][C:28](=[O:35])[CH2:29][CH:30](Br)[CH2:31][CH2:32][CH3:33])[CH3:26]. The catalyst is CN(C=O)C. The product is [CH2:25]([O:27][C:28](=[O:35])[CH2:29][CH:30]([N:1]1[C:9]2[C:4](=[CH:5][C:6]([CH2:10][CH2:11][CH2:12][C:13]3[CH:22]=[CH:21][C:20]4[C:15](=[N:16][CH:17]=[CH:18][CH:19]=4)[N:14]=3)=[CH:7][CH:8]=2)[CH:3]=[CH:2]1)[CH2:31][CH2:32][CH3:33])[CH3:26]. The yield is 0.170. (3) The reactants are C([O:8][N:9]1[C:15](=[O:16])[N:14]2[CH2:17][C@H:10]1[CH2:11][CH2:12][C@H:13]2[C:18]([NH:20][O:21][C@H:22]1[CH2:26][CH2:25][N:24]([C:27]([O:29][C:30]([CH3:33])([CH3:32])[CH3:31])=[O:28])[CH2:23]1)=[O:19])C1C=CC=CC=1. The catalyst is CO.[Pd]. The product is [OH:8][N:9]1[C:15](=[O:16])[N:14]2[CH2:17][C@H:10]1[CH2:11][CH2:12][C@H:13]2[C:18]([NH:20][O:21][C@H:22]1[CH2:26][CH2:25][N:24]([C:27]([O:29][C:30]([CH3:33])([CH3:32])[CH3:31])=[O:28])[CH2:23]1)=[O:19]. The yield is 1.00. (4) The reactants are [Cl:1][C:2]1[CH:7]=[CH:6][C:5]([C:8]2[C:12]3[CH2:13][NH:14][CH2:15][CH2:16][C:11]=3[N:10]([CH2:17][CH:18]([OH:34])[CH2:19][N:20]3[CH2:25][CH2:24][N:23]([C:26]4[CH:33]=[CH:32][CH:31]=[CH:30][C:27]=4[C:28]#[N:29])[CH2:22][CH2:21]3)[N:9]=2)=[CH:4][C:3]=1[CH3:35].Cl[C:37](=[O:42])[C:38]([O:40][CH3:41])=[O:39].CO.C(Cl)Cl. The catalyst is C(Cl)Cl. The product is [CH3:41][O:40][C:38](=[O:39])[C:37]([N:14]1[CH2:15][CH2:16][C:11]2[N:10]([CH2:17][CH:18]([OH:34])[CH2:19][N:20]3[CH2:25][CH2:24][N:23]([C:26]4[CH:33]=[CH:32][CH:31]=[CH:30][C:27]=4[C:28]#[N:29])[CH2:22][CH2:21]3)[N:9]=[C:8]([C:5]3[CH:6]=[CH:7][C:2]([Cl:1])=[C:3]([CH3:35])[CH:4]=3)[C:12]=2[CH2:13]1)=[O:42]. The yield is 0.790. (5) The reactants are [Cl:1][C:2]1[N:7]=[CH:6][N:5]=[C:4]([O:8][C:9]2[CH:14]=[CH:13][C:12]([NH:15][C:16]([NH:18][C:19]3[CH:24]=[CH:23][CH:22]=[CH:21][CH:20]=3)=[O:17])=[CH:11][CH:10]=2)[CH:3]=1.[CH3:25][O:26][C:27]1[CH:28]=[C:29]([CH:31]=[C:32]([O:36][CH3:37])[C:33]=1[O:34][CH3:35])[NH2:30].C(OCC)(=O)C.O. The catalyst is CN1CCCC1=O.CCCCCC. The product is [ClH:1].[C:19]1([NH:18][C:16]([NH:15][C:12]2[CH:13]=[CH:14][C:9]([O:8][C:4]3[CH:3]=[C:2]([NH:30][C:29]4[CH:31]=[C:32]([O:36][CH3:37])[C:33]([O:34][CH3:35])=[C:27]([O:26][CH3:25])[CH:28]=4)[N:7]=[CH:6][N:5]=3)=[CH:10][CH:11]=2)=[O:17])[CH:24]=[CH:23][CH:22]=[CH:21][CH:20]=1. The yield is 0.480. (6) The yield is 0.750. The reactants are [N+:1]([C:4]1[N:9]=[CH:8][C:7](N2CCN(C(OC(C)(C)C)=O)CC2)=[CH:6][CH:5]=1)([O-:3])=[O:2].[C:23]([O:27][C:28]([N:30]1[CH2:35][C@H:34]([CH3:36])[NH:33][CH2:32][C@H:31]1[CH3:37])=[O:29])([CH3:26])([CH3:25])[CH3:24].BrC1C=CC([N+]([O-])=O)=NC=1. No catalyst specified. The product is [CH3:37][C@@H:31]1[CH2:32][N:33]([C:7]2[CH:8]=[N:9][C:4]([N+:1]([O-:3])=[O:2])=[CH:5][CH:6]=2)[C@@H:34]([CH3:36])[CH2:35][N:30]1[C:28]([O:27][C:23]([CH3:26])([CH3:24])[CH3:25])=[O:29]. (7) The reactants are [CH3:1][C:2]([O:5][C:6]([NH:8][C@H:9]([C:11]([NH:13][C@@H:14]([C@@H:21]([CH3:24])[CH2:22][CH3:23])/[CH:15]=[CH:16]/[C:17]([O:19]C)=[O:18])=[O:12])[CH3:10])=[O:7])([CH3:4])[CH3:3].[Li+].[OH-].Cl. The catalyst is C1COCC1.O. The product is [CH3:1][C:2]([O:5][C:6]([NH:8][C@H:9]([C:11]([NH:13][C@@H:14]([C@@H:21]([CH3:24])[CH2:22][CH3:23])/[CH:15]=[CH:16]/[C:17]([OH:19])=[O:18])=[O:12])[CH3:10])=[O:7])([CH3:3])[CH3:4]. The yield is 0.830. (8) The reactants are [C:1]12([C:11]([OH:13])=O)[CH2:10][CH:5]3[CH2:6][CH:7]([CH2:9][CH:3]([CH2:4]3)[CH2:2]1)[CH2:8]2.C1N=C[N:16](C(N2C=NC=C2)=O)C=1.[NH4+].[OH-]. The catalyst is CCOC(C)=O. The product is [C:1]12([C:11]([NH2:16])=[O:13])[CH2:10][CH:5]3[CH2:6][CH:7]([CH2:9][CH:3]([CH2:4]3)[CH2:2]1)[CH2:8]2. The yield is 0.870. (9) The reactants are Cl.[CH3:2][C:3]1[N:4]=[C:5]([NH2:9])[S:6][C:7]=1[CH3:8].C(N(CC)CC)C.[C:17]12([C:27](Cl)=[O:28])[CH2:26][CH:21]3[CH2:22][CH:23]([CH2:25][CH:19]([CH2:20]3)[CH2:18]1)[CH2:24]2. The catalyst is C1COCC1. The product is [CH3:2][C:3]1[N:4]=[C:5]([NH:9][C:27]([C:17]23[CH2:26][CH:21]4[CH2:20][CH:19]([CH2:25][CH:23]([CH2:22]4)[CH2:24]2)[CH2:18]3)=[O:28])[S:6][C:7]=1[CH3:8]. The yield is 0.740.